From a dataset of Forward reaction prediction with 1.9M reactions from USPTO patents (1976-2016). Predict the product of the given reaction. (1) Given the reactants [N+:1]([C:4]1[CH:12]=[CH:11][C:10]2[C:6](=[CH:7][N:8]([CH2:13][CH2:14][N:15]3[CH2:19][CH2:18][CH2:17][CH2:16]3)[N:9]=2)[CH:5]=1)([O-])=O.[Cl-].[NH4+].[CH2:22](O)C.O, predict the reaction product. The product is: [N:15]1([CH2:14][CH2:13][N:8]2[CH:7]=[C:6]3[C:10]([CH:11]=[CH:12][C:4]([NH2:1])=[CH:5]3)=[N:9]2)[CH2:19][CH2:18][CH2:17][CH2:16][CH2:22]1. (2) The product is: [C:1]1([C:17]2[CH:22]=[CH:21][CH:20]=[CH:19][CH:18]=2)[CH:6]=[CH:5][CH:4]=[CH:3][C:2]=1[C:7]([N:9]1[CH2:10][CH:11]2[CH:15]([CH2:14][N:13]([C:24]3[S:25][C:26]4[CH:32]=[C:31]([O:33][CH3:34])[CH:30]=[CH:29][C:27]=4[N:28]=3)[CH2:12]2)[CH2:16]1)=[O:8]. Given the reactants [C:1]1([C:17]2[CH:22]=[CH:21][CH:20]=[CH:19][CH:18]=2)[CH:6]=[CH:5][CH:4]=[CH:3][C:2]=1[C:7]([N:9]1[CH2:16][CH:15]2[CH:11]([CH2:12][NH:13][CH2:14]2)[CH2:10]1)=[O:8].Cl[C:24]1[S:25][C:26]2[CH:32]=[C:31]([O:33][CH3:34])[CH:30]=[CH:29][C:27]=2[N:28]=1, predict the reaction product. (3) The product is: [CH3:1][N:2]1[CH2:3][CH2:4][N:5]([C:8]2[CH:9]=[C:10]([CH2:14][C:15]([O-:17])=[O:16])[CH:11]=[CH:12][CH:13]=2)[CH2:6][CH2:7]1.[Na+:20]. Given the reactants [CH3:1][N:2]1[CH2:7][CH2:6][N:5]([C:8]2[CH:9]=[C:10]([CH2:14][C:15]([O:17]C)=[O:16])[CH:11]=[CH:12][CH:13]=2)[CH2:4][CH2:3]1.[OH-].[Na+:20], predict the reaction product. (4) Given the reactants Br[C:2]1[N:10]([CH3:11])[C:9]2[C:8](=[O:12])[N:7]([CH2:13][C:14]3[CH:19]=[CH:18][C:17]([Cl:20])=[CH:16][CH:15]=3)[C:6](=[O:21])[N:5]([CH2:22][CH2:23][CH3:24])[C:4]=2[N:3]=1.[NH:25]1[CH2:28][CH2:27][CH2:26]1.CCN(C(C)C)C(C)C.ClCCl, predict the reaction product. The product is: [N:25]1([C:2]2[N:10]([CH3:11])[C:9]3[C:8](=[O:12])[N:7]([CH2:13][C:14]4[CH:19]=[CH:18][C:17]([Cl:20])=[CH:16][CH:15]=4)[C:6](=[O:21])[N:5]([CH2:22][CH2:23][CH3:24])[C:4]=3[N:3]=2)[CH2:28][CH2:27][CH2:26]1. (5) Given the reactants [Ca].C([N:9]1[CH2:13][CH2:12][C@H:11]([NH:14][C@@H:15]([C:17]2[CH:22]=[CH:21][CH:20]=[C:19]([O:23][CH3:24])[CH:18]=2)[CH3:16])[CH2:10]1)C1C=CC=CC=1.[ClH:25], predict the reaction product. The product is: [ClH:25].[ClH:25].[CH3:24][O:23][C:19]1[CH:18]=[C:17]([C@H:15]([NH:14][C@H:11]2[CH2:12][CH2:13][NH:9][CH2:10]2)[CH3:16])[CH:22]=[CH:21][CH:20]=1. (6) Given the reactants C(OC([NH:8][C@@H:9]([CH2:24][C:25]1[CH:30]=[CH:29][CH:28]=[CH:27][CH:26]=1)[CH2:10][C@@H:11]1[O:15][C:14](=[O:16])[NH:13][C@H:12]1[CH2:17][C:18]1[CH:23]=[CH:22][CH:21]=[CH:20][CH:19]=1)=O)(C)(C)C.C1COCC1, predict the reaction product. The product is: [NH2:8][C@@H:9]([CH2:24][C:25]1[CH:30]=[CH:29][CH:28]=[CH:27][CH:26]=1)[CH2:10][C@@H:11]1[O:15][C:14](=[O:16])[NH:13][C@H:12]1[CH2:17][C:18]1[CH:23]=[CH:22][CH:21]=[CH:20][CH:19]=1. (7) Given the reactants N1([C:10]([NH:25][CH2:26][C:27]2[CH:32]=[CH:31][C:30]([O:33][CH2:34]C)=[CH:29][CH:28]=2)=[N:11][C:12](=O)[CH2:13][C:14]2[CH:19]=[CH:18][C:17]([O:20][CH3:21])=[C:16]([O:22][CH3:23])[CH:15]=2)C2C=CC=CC=2N=N1.[NH:36]([C:38]1[CH:43]=[C:42]([CH3:44])[N:41]=[C:40]([CH3:45])[N:39]=1)[NH2:37], predict the reaction product. The product is: [CH3:23][O:22][C:16]1[CH:15]=[C:14]([CH:19]=[CH:18][C:17]=1[O:20][CH3:21])[CH2:13][C:12]1[N:36]([C:38]2[CH:43]=[C:42]([CH3:44])[N:41]=[C:40]([CH3:45])[N:39]=2)[N:37]=[C:10]([NH:25][CH2:26][C:27]2[CH:32]=[CH:31][C:30]([O:33][CH3:34])=[CH:29][CH:28]=2)[N:11]=1.